Dataset: Peptide-MHC class I binding affinity with 185,985 pairs from IEDB/IMGT. Task: Regression. Given a peptide amino acid sequence and an MHC pseudo amino acid sequence, predict their binding affinity value. This is MHC class I binding data. The peptide sequence is ERPIFPHPSKPTFLP. The MHC is HLA-A23:01 with pseudo-sequence HLA-A23:01. The binding affinity (normalized) is 0.185.